Dataset: Merck oncology drug combination screen with 23,052 pairs across 39 cell lines. Task: Regression. Given two drug SMILES strings and cell line genomic features, predict the synergy score measuring deviation from expected non-interaction effect. (1) Drug 1: Cn1nnc2c(C(N)=O)ncn2c1=O. Drug 2: COC1=C2CC(C)CC(OC)C(O)C(C)C=C(C)C(OC(N)=O)C(OC)C=CC=C(C)C(=O)NC(=CC1=O)C2=O. Cell line: NCIH460. Synergy scores: synergy=-15.3. (2) Drug 1: CC(=O)OC1C(=O)C2(C)C(O)CC3OCC3(OC(C)=O)C2C(OC(=O)c2ccccc2)C2(O)CC(OC(=O)C(O)C(NC(=O)c3ccccc3)c3ccccc3)C(C)=C1C2(C)C. Drug 2: CCc1cnn2c(NCc3ccc[n+]([O-])c3)cc(N3CCCCC3CCO)nc12. Cell line: SW620. Synergy scores: synergy=-2.35.